Dataset: Catalyst prediction with 721,799 reactions and 888 catalyst types from USPTO. Task: Predict which catalyst facilitates the given reaction. (1) Reactant: N[C:2]1[N:7]=[C:6]([C:8]2[CH:13]=[CH:12][CH:11]=[CH:10][CH:9]=2)[CH:5]=[C:4]([C:14]2[CH:19]=[CH:18][CH:17]=[CH:16][CH:15]=2)[N:3]=1.[Br:20]Br.N([O-])=O.[Na+]. Product: [Br:20][C:2]1[N:7]=[C:6]([C:8]2[CH:13]=[CH:12][CH:11]=[CH:10][CH:9]=2)[CH:5]=[C:4]([C:14]2[CH:19]=[CH:18][CH:17]=[CH:16][CH:15]=2)[N:3]=1. The catalyst class is: 201. (2) Reactant: [Cl:1][C:2]1[CH:6]=[N:5][N:4]([CH:7]([CH3:9])[CH3:8])[C:3]=1[C:10]1[CH:11]=[C:12]([NH2:18])[CH:13]=[CH:14][C:15]=1[O:16][CH3:17].[F:19][C:20]1[CH:21]=[C:22]([N:27]=[C:28]=[O:29])[CH:23]=[CH:24][C:25]=1[F:26]. Product: [Cl:1][C:2]1[CH:6]=[N:5][N:4]([CH:7]([CH3:9])[CH3:8])[C:3]=1[C:10]1[CH:11]=[C:12]([NH:18][C:28]([NH:27][C:22]2[CH:23]=[CH:24][C:25]([F:26])=[C:20]([F:19])[CH:21]=2)=[O:29])[CH:13]=[CH:14][C:15]=1[O:16][CH3:17]. The catalyst class is: 2. (3) Reactant: Br[CH2:2][C:3]1[N:8]=[C:7]([N:9]2[CH2:14][CH2:13][O:12][CH2:11][CH2:10]2)[CH:6]=[C:5]([Cl:15])[N:4]=1.[CH2:16]1[C:25]2[C:20](=[CH:21][CH:22]=[CH:23][CH:24]=2)[CH2:19][CH2:18][NH:17]1.C(=O)([O-])[O-].[K+].[K+]. Product: [Cl:15][C:5]1[CH:6]=[C:7]([N:9]2[CH2:14][CH2:13][O:12][CH2:11][CH2:10]2)[N:8]=[C:3]([CH2:2][N:17]2[CH2:18][CH2:19][C:20]3[C:25](=[CH:24][CH:23]=[CH:22][CH:21]=3)[CH2:16]2)[N:4]=1. The catalyst class is: 3. (4) Reactant: O[CH:2]=[C:3]1[C:11]2[C:6](=[CH:7][C:8]([C:12]([C:14]3[CH:19]=[CH:18][C:17]([NH:20][C:21]([C:23]4[N:24]([CH3:29])[N:25]=[C:26]([CH3:28])[CH:27]=4)=[O:22])=[CH:16][CH:15]=3)=[O:13])=[CH:9][CH:10]=2)[NH:5][C:4]1=[O:30].[NH2:31][C:32]1[CH:33]=[CH:34][C:35]([O:39][CH3:40])=[C:36]([OH:38])[CH:37]=1. Product: [OH:38][C:36]1[CH:37]=[C:32]([NH:31][CH:2]=[C:3]2[C:11]3[C:6](=[CH:7][C:8]([C:12]([C:14]4[CH:15]=[CH:16][C:17]([NH:20][C:21]([C:23]5[N:24]([CH3:29])[N:25]=[C:26]([CH3:28])[CH:27]=5)=[O:22])=[CH:18][CH:19]=4)=[O:13])=[CH:9][CH:10]=3)[NH:5][C:4]2=[O:30])[CH:33]=[CH:34][C:35]=1[O:39][CH3:40]. The catalyst class is: 1. (5) Reactant: N(C(OC(C)(C)C)=O)=NC(OC(C)(C)C)=O.[O:17]1[CH2:22][CH2:21][CH:20](O)[CH2:19][CH2:18]1.[N+:24]([C:27]1[CH:28]=[N:29][NH:30][CH:31]=1)([O-:26])=[O:25].C1(P(C2C=CC=CC=2)C2C=CC=CC=2)C=CC=CC=1. Product: [N+:24]([C:27]1[CH:28]=[N:29][N:30]([CH:20]2[CH2:21][CH2:22][O:17][CH2:18][CH2:19]2)[CH:31]=1)([O-:26])=[O:25]. The catalyst class is: 1. (6) Reactant: Br[C:2]1[CH:3]=[C:4]([NH:8][S:9]([CH3:12])(=[O:11])=[O:10])[CH:5]=[N:6][CH:7]=1.O.[C:14]1([S:20]([N:23]2[C:31]3[CH:30]=[C:29]([Sn](C)(C)C)[CH:28]=[C:27]([NH2:36])[C:26]=3[CH:25]=[N:24]2)(=[O:22])=[O:21])[CH:19]=[CH:18][CH:17]=[CH:16][CH:15]=1. Product: [NH2:36][C:27]1[CH:28]=[C:29]([C:2]2[CH:3]=[C:4]([NH:8][S:9]([CH3:12])(=[O:11])=[O:10])[CH:5]=[N:6][CH:7]=2)[CH:30]=[C:31]2[C:26]=1[CH:25]=[N:24][N:23]2[S:20]([C:14]1[CH:15]=[CH:16][CH:17]=[CH:18][CH:19]=1)(=[O:22])=[O:21]. The catalyst class is: 3. (7) Reactant: Cl[CH2:2][C:3]1[S:7][C:6]([C:8]([F:11])([F:10])[F:9])=[C:5]([C:12]2[CH:17]=[CH:16][CH:15]=[CH:14][CH:13]=2)[CH:4]=1.[C:18]([O:22][C:23]([N:25]1[C:30]2[CH:31]=[CH:32][C:33]([OH:35])=[CH:34][C:29]=2[O:28][CH2:27][CH2:26]1)=[O:24])([CH3:21])([CH3:20])[CH3:19].C(=O)([O-])[O-].[K+].[K+]. Product: [C:18]([O:22][C:23]([N:25]1[C:30]2[CH:31]=[CH:32][C:33]([O:35][CH2:2][C:3]3[S:7][C:6]([C:8]([F:11])([F:10])[F:9])=[C:5]([C:12]4[CH:17]=[CH:16][CH:15]=[CH:14][CH:13]=4)[CH:4]=3)=[CH:34][C:29]=2[O:28][CH2:27][CH2:26]1)=[O:24])([CH3:21])([CH3:19])[CH3:20]. The catalyst class is: 3.